From a dataset of Reaction yield outcomes from USPTO patents with 853,638 reactions. Predict the reaction yield, written as a fraction of the theoretical maximum amount of product (1.0 means a 100% yield; for example, 0.34 means a 34% yield). (1) The reactants are Cl[C:2]1[N:7]=[C:6]([NH:8][CH:9](O)[CH3:10])[CH:5]=[CH:4][N:3]=1.[C:12]1([NH:18][C:19]2[CH:25]=[CH:24][C:22]([NH2:23])=[CH:21][CH:20]=2)[CH:17]=[CH:16][CH:15]=[CH:14][CH:13]=1.C([OH:30])CCC. No catalyst specified. The product is [CH:15]1[CH:14]=[CH:13][C:12]([NH:18][C:19]2[CH:25]=[CH:24][C:22]([NH:23][C:2]3[N:7]=[C:6]([NH:8][CH2:9][CH2:10][OH:30])[CH:5]=[CH:4][N:3]=3)=[CH:21][CH:20]=2)=[CH:17][CH:16]=1. The yield is 0.850. (2) The reactants are Br[C:2]1[CH:3]=[C:4]2[C:8](=[CH:9][C:10]=1[NH:11][C:12]([C:14]1[C:23](=[O:24])[C:22]3[C:17](=[CH:18][CH:19]=[CH:20][CH:21]=3)[NH:16][CH:15]=1)=[O:13])[NH:7][CH:6]=[CH:5]2.[C:25]1(B(O)O)[CH:30]=[CH:29][CH:28]=[CH:27][CH:26]=1.C([O-])([O-])=O.[K+].[K+]. The catalyst is CN(C=O)C.C1C=CC(P(C2C=CC=CC=2)[C-]2C=CC=C2)=CC=1.C1C=CC(P(C2C=CC=CC=2)[C-]2C=CC=C2)=CC=1.Cl[Pd]Cl.[Fe+2]. The product is [O:24]=[C:23]1[C:22]2[C:17](=[CH:18][CH:19]=[CH:20][CH:21]=2)[NH:16][CH:15]=[C:14]1[C:12]([NH:11][C:10]1[CH:9]=[C:8]2[C:4]([CH:5]=[CH:6][NH:7]2)=[CH:3][C:2]=1[C:25]1[CH:30]=[CH:29][CH:28]=[CH:27][CH:26]=1)=[O:13]. The yield is 0.130.